This data is from Forward reaction prediction with 1.9M reactions from USPTO patents (1976-2016). The task is: Predict the product of the given reaction. (1) Given the reactants CC1(C)[O:7][CH2:6][C:5]([CH3:17])([C:8]([O:10][CH2:11][CH2:12][O:13][CH2:14][CH:15]=[CH2:16])=[O:9])[CH2:4][O:3]1, predict the reaction product. The product is: [OH:3][CH2:4][C:5]([CH2:6][OH:7])([CH3:17])[C:8]([O:10][CH2:11][CH2:12][O:13][CH2:14][CH:15]=[CH2:16])=[O:9]. (2) Given the reactants COC1C=CC(B2OC(C)(C)C(C)(C)O2)=CC=1[CH2:18][S:19](N)(=[O:21])=[O:20].[F:23][C:24]1[CH:25]=[C:26]([CH:64]=[CH:65][CH:66]=1)[CH2:27][N:28]1[CH:32]=[C:31]([C:33]2[C:41]3[C:36](=[N:37][CH:38]=[C:39]([C:42]4[CH:43]=[N:44][C:45]([N:48]5[CH2:53][CH2:52][NH:51][CH2:50][CH2:49]5)=[CH:46][CH:47]=4)[CH:40]=3)[N:35]([S:54]([C:57]3[CH:63]=[CH:62][C:60]([CH3:61])=[CH:59][CH:58]=3)(=[O:56])=[O:55])[CH:34]=2)[CH:30]=[N:29]1.FC1C=C(C=CC=1)CN1C=C(C2C3C(=NC=C(C4C=NC(N5CCN(C)CC5)=CC=4)C=3)NC=2)C=N1.CS(Cl)(=O)=O.C(N(CC)CC)C, predict the reaction product. The product is: [F:23][C:24]1[CH:25]=[C:26]([CH:64]=[CH:65][CH:66]=1)[CH2:27][N:28]1[CH:32]=[C:31]([C:33]2[C:41]3[C:36](=[N:37][CH:38]=[C:39]([C:42]4[CH:43]=[N:44][C:45]([N:48]5[CH2:53][CH2:52][N:51]([S:19]([CH3:18])(=[O:21])=[O:20])[CH2:50][CH2:49]5)=[CH:46][CH:47]=4)[CH:40]=3)[N:35]([S:54]([C:57]3[CH:63]=[CH:62][C:60]([CH3:61])=[CH:59][CH:58]=3)(=[O:56])=[O:55])[CH:34]=2)[CH:30]=[N:29]1. (3) The product is: [ClH:19].[CH3:20][NH:21][C:22](=[O:27])[C:23]([CH3:26])([CH3:25])[NH:24][CH2:15][C:11]1[CH:10]=[C:9]([C:6]2[CH:7]=[CH:8][C:3]([C:2]([F:18])([F:17])[F:1])=[CH:4][CH:5]=2)[CH:14]=[CH:13][N:12]=1. Given the reactants [F:1][C:2]([F:18])([F:17])[C:3]1[CH:8]=[CH:7][C:6]([C:9]2[CH:14]=[CH:13][N:12]=[C:11]([CH:15]=O)[CH:10]=2)=[CH:5][CH:4]=1.[ClH:19].[CH3:20][NH:21][C:22](=[O:27])[C:23]([CH3:26])([CH3:25])[NH2:24].C([O-])(=O)C.[Na+].[BH-](OC(C)=O)(OC(C)=O)OC(C)=O.[Na+].C(O)(=O)C, predict the reaction product. (4) The product is: [CH3:2][C:3]1[C:7]([CH2:8][N:9]2[CH:13]=[C:12]([NH:14][C:25]([C:23]3[CH:22]=[CH:21][C:20]4[O:16][CH2:17][O:18][C:19]=4[CH:24]=3)=[O:26])[CH:11]=[N:10]2)=[C:6]([CH3:15])[O:5][N:4]=1. Given the reactants Cl.[CH3:2][C:3]1[C:7]([CH2:8][N:9]2[CH:13]=[C:12]([NH2:14])[CH:11]=[N:10]2)=[C:6]([CH3:15])[O:5][N:4]=1.[O:16]1[C:20]2[CH:21]=[CH:22][C:23]([C:25](O)=[O:26])=[CH:24][C:19]=2[O:18][CH2:17]1.OC1C2N=NNC=2C=CC=1.C(O)C(N)(CO)CO, predict the reaction product. (5) Given the reactants [OH:1][C:2]1[CH:9]=[CH:8][C:5]([CH:6]=[O:7])=[CH:4][CH:3]=1.[H-].[Na+].Cl[CH2:13][O:14][CH2:15][CH2:16][O:17][CH3:18], predict the reaction product. The product is: [CH3:13][O:14][CH2:15][CH2:16][O:17][CH2:18][O:1][C:2]1[CH:9]=[CH:8][C:5]([CH:6]=[O:7])=[CH:4][CH:3]=1. (6) Given the reactants C(N(C(C)C)CC)(C)C.[Cl:10][C:11]1[CH:19]=[CH:18][C:14]([C:15]([OH:17])=O)=[CH:13][C:12]=1[NH:20][C:21]([C:23]1[C:34](=[O:35])[NH:33][C:26]2[N:27]=[C:28]([O:31][CH3:32])[N:29]=[CH:30][C:25]=2[CH:24]=1)=[O:22].CN(C(ON1N=NC2C=CC=NC1=2)=[N+](C)C)C.F[P-](F)(F)(F)(F)F.[S:60]1[CH:64]=[CH:63][C:62]([CH2:65][NH2:66])=[CH:61]1, predict the reaction product. The product is: [Cl:10][C:11]1[CH:19]=[CH:18][C:14]([C:15](=[O:17])[NH:66][CH2:65][C:62]2[CH:63]=[CH:64][S:60][CH:61]=2)=[CH:13][C:12]=1[NH:20][C:21]([C:23]1[C:34](=[O:35])[NH:33][C:26]2[N:27]=[C:28]([O:31][CH3:32])[N:29]=[CH:30][C:25]=2[CH:24]=1)=[O:22].